Predict the reactants needed to synthesize the given product. From a dataset of Full USPTO retrosynthesis dataset with 1.9M reactions from patents (1976-2016). (1) Given the product [C:19]([O:23][C:24](=[O:37])[CH:25]([NH:26][C:9](=[O:11])[CH:8]([C:7](=[O:13])[NH:6][CH2:5][C:4]1[CH:14]=[C:15]([F:17])[CH:16]=[C:2]([F:1])[CH:3]=1)[CH3:12])[CH2:27][C:28]1[C:36]2[C:31](=[CH:32][CH:33]=[CH:34][CH:35]=2)[NH:30][CH:29]=1)([CH3:22])([CH3:20])[CH3:21], predict the reactants needed to synthesize it. The reactants are: [F:1][C:2]1[CH:3]=[C:4]([CH:14]=[C:15]([F:17])[CH:16]=1)[CH2:5][NH:6][C:7](=[O:13])[CH:8]([CH3:12])[C:9]([OH:11])=O.Cl.[C:19]([O:23][C:24](=[O:37])[C@H:25]([CH2:27][C:28]1[C:36]2[C:31](=[CH:32][CH:33]=[CH:34][CH:35]=2)[NH:30][CH:29]=1)[NH2:26])([CH3:22])([CH3:21])[CH3:20].CN(C(ON1N=NC2C=CC=CC1=2)=[N+](C)C)C.[B-](F)(F)(F)F.C(N(CC)CC)C. (2) Given the product [C@@H:23]1([O:22][C:11]2[C:10]([CH2:9][C:6]3[CH:7]=[CH:8][C:3]([O:2][CH3:1])=[CH:4][CH:5]=3)=[C:14]([CH3:15])[N:13]([C:16]3[CH:21]=[CH:20][CH:19]=[CH:18][CH:17]=3)[N:12]=2)[O:40][C@H:39]([CH2:41][OH:42])[C@@H:34]([OH:35])[C@H:29]([OH:30])[C@H:24]1[OH:25], predict the reactants needed to synthesize it. The reactants are: [CH3:1][O:2][C:3]1[CH:8]=[CH:7][C:6]([CH2:9][C:10]2[C:11]([O:22][C@@H:23]3[O:40][C@H:39]([CH2:41][O:42]C(=O)C)[C@@H:34]([O:35]C(=O)C)[C@H:29]([O:30]C(=O)C)[C@H:24]3[O:25]C(=O)C)=[N:12][N:13]([C:16]3[CH:21]=[CH:20][CH:19]=[CH:18][CH:17]=3)[C:14]=2[CH3:15])=[CH:5][CH:4]=1.C[O-].[Na+]. (3) Given the product [Cl:1][C:2]1[CH:3]=[C:4]([NH:8][C:9]2[C:18]3[C:13](=[CH:14][N:15]=[CH:16][CH:17]=3)[C:12]3[CH:19]=[CH:20][C:21]([C:23]([NH:28][NH2:29])=[O:24])=[CH:22][C:11]=3[N:10]=2)[CH:5]=[CH:6][CH:7]=1, predict the reactants needed to synthesize it. The reactants are: [Cl:1][C:2]1[CH:3]=[C:4]([NH:8][C:9]2[C:18]3[C:13](=[CH:14][N:15]=[CH:16][CH:17]=3)[C:12]3[CH:19]=[CH:20][C:21]([C:23](OC)=[O:24])=[CH:22][C:11]=3[N:10]=2)[CH:5]=[CH:6][CH:7]=1.O.[NH2:28][NH2:29]. (4) Given the product [CH3:21][O:22][C:2]1[N:7]=[C:6]([CH2:8][OH:9])[CH:5]=[C:4]([NH:10][CH2:11][CH2:12][C:13]2[CH:18]=[CH:17][C:16]([O:19][CH3:20])=[CH:15][CH:14]=2)[N:3]=1, predict the reactants needed to synthesize it. The reactants are: Cl[C:2]1[N:7]=[C:6]([CH2:8][OH:9])[CH:5]=[C:4]([NH:10][CH2:11][CH2:12][C:13]2[CH:18]=[CH:17][C:16]([O:19][CH3:20])=[CH:15][CH:14]=2)[N:3]=1.[CH3:21][O-:22].[Na+]. (5) Given the product [C:41]([NH:44][NH:45][C:29]([C:27]1[CH:26]=[CH:25][C:24]2[N:20]([C:13]3[S:14][C:15]([C:16]([O:18][CH3:19])=[O:17])=[C:11]([O:10][C@@H:8]([C:3]4[CH:4]=[CH:5][CH:6]=[CH:7][C:2]=4[Cl:1])[CH3:9])[CH:12]=3)[CH:21]=[N:22][C:23]=2[CH:28]=1)=[O:30])(=[O:43])[CH3:42], predict the reactants needed to synthesize it. The reactants are: [Cl:1][C:2]1[CH:7]=[CH:6][CH:5]=[CH:4][C:3]=1[C@H:8]([O:10][C:11]1[CH:12]=[C:13]([N:20]2[C:24]3[CH:25]=[CH:26][C:27]([C:29](O)=[O:30])=[CH:28][C:23]=3[N:22]=[CH:21]2)[S:14][C:15]=1[C:16]([O:18][CH3:19])=[O:17])[CH3:9].C(N(C(C)C)CC)(C)C.[C:41]([NH:44][NH2:45])(=[O:43])[CH3:42].CN(C=O)C. (6) Given the product [OH:4][CH2:5][C:6]1[CH:11]=[CH:10][C:9]([C:12]2[N:13]=[C:14]([NH:27][C:28](=[O:30])[CH3:29])[S:15][C:16]=2[C:17]2[CH:22]=[CH:21][C:20]([S:23]([CH3:26])(=[O:25])=[O:24])=[CH:19][CH:18]=2)=[CH:8][CH:7]=1, predict the reactants needed to synthesize it. The reactants are: C([O:4][CH2:5][C:6]1[CH:11]=[CH:10][C:9]([C:12]2[N:13]=[C:14]([NH:27][C:28](=[O:30])[CH3:29])[S:15][C:16]=2[C:17]2[CH:22]=[CH:21][C:20]([S:23]([CH3:26])(=[O:25])=[O:24])=[CH:19][CH:18]=2)=[CH:8][CH:7]=1)(=O)C.C(=O)([O-])[O-].[K+].[K+].Cl. (7) Given the product [CH3:1][C@H:2]1[CH2:6][CH2:5][N:4]([C:7]2[CH:12]=[CH:11][C:10]([NH2:13])=[C:9]([C:16]([F:19])([F:17])[F:18])[CH:8]=2)[CH2:3]1, predict the reactants needed to synthesize it. The reactants are: [CH3:1][C@H:2]1[CH2:6][CH2:5][N:4]([C:7]2[CH:12]=[CH:11][C:10]([N+:13]([O-])=O)=[C:9]([C:16]([F:19])([F:18])[F:17])[CH:8]=2)[CH2:3]1. (8) Given the product [C:26]([O:25][C:23]([CH:22]([N:8]1[C:4]2[CH:3]=[C:2]([Cl:1])[CH:18]=[CH:17][C:5]=2[N:6]([C:10]([O:12][C:13]([CH3:14])([CH3:15])[CH3:16])=[O:11])[C:7]1=[O:9])[CH2:30][C:31]1[CH:32]=[CH:33][CH:34]=[CH:35][CH:36]=1)=[O:24])([CH3:29])([CH3:27])[CH3:28], predict the reactants needed to synthesize it. The reactants are: [Cl:1][C:2]1[CH:18]=[CH:17][C:5]2[N:6]([C:10]([O:12][C:13]([CH3:16])([CH3:15])[CH3:14])=[O:11])[C:7](=[O:9])[NH:8][C:4]=2[CH:3]=1.[H-].[Na+].Br[CH:22]([CH2:30][C:31]1[CH:36]=[CH:35][CH:34]=[CH:33][CH:32]=1)[C:23]([O:25][C:26]([CH3:29])([CH3:28])[CH3:27])=[O:24].[Cl-].[NH4+].